This data is from CYP2D6 inhibition data for predicting drug metabolism from PubChem BioAssay. The task is: Regression/Classification. Given a drug SMILES string, predict its absorption, distribution, metabolism, or excretion properties. Task type varies by dataset: regression for continuous measurements (e.g., permeability, clearance, half-life) or binary classification for categorical outcomes (e.g., BBB penetration, CYP inhibition). Dataset: cyp2d6_veith. The molecule is COC(=O)c1c(-c2ccccc2)csc1NC(=O)CSc1ncnc2sc(C)c(C)c12. The result is 0 (non-inhibitor).